Dataset: Forward reaction prediction with 1.9M reactions from USPTO patents (1976-2016). Task: Predict the product of the given reaction. (1) The product is: [CH:42]1([N:20]([CH:17]2[CH2:18][CH2:19]2)[C:21]([C:23]2[N:39]([CH2:40][CH3:41])[C:26]3=[N:27][C:28]([NH:35][C:36]4[S:37][C:2]([C:3]([O:5][CH3:6])=[O:4])=[C:7]([CH3:8])[N:38]=4)=[C:29]4[N:33]=[CH:32][N:31]([CH3:34])[C:30]4=[C:25]3[CH:24]=2)=[O:22])[CH2:43][CH2:44]1. Given the reactants Br[CH:2]([C:7](=O)[CH3:8])[C:3]([O:5][CH3:6])=[O:4].N[C@H](C(O)=O)CC.[CH:17]1([N:20]([CH:42]2[CH2:44][CH2:43]2)[C:21]([C:23]2[N:39]([CH2:40][CH3:41])[C:26]3=[N:27][C:28]([NH:35][C:36]([NH2:38])=[S:37])=[C:29]4[N:33]=[CH:32][N:31]([CH3:34])[C:30]4=[C:25]3[CH:24]=2)=[O:22])[CH2:19][CH2:18]1, predict the reaction product. (2) Given the reactants [CH2:1]([O:9][C:10]1[CH:17]=[CH:16][C:13]([CH:14]=O)=[CH:12][CH:11]=1)[CH2:2][CH2:3][CH2:4][CH2:5][CH2:6][CH2:7][CH3:8].[Cl:18][C:19]1[CH:20]=[C:21]([CH2:26][CH2:27][NH2:28])[CH:22]=[CH:23][C:24]=1[Cl:25], predict the reaction product. The product is: [Cl:18][C:19]1[CH:20]=[C:21]([CH2:26][CH2:27][NH:28][CH2:14][C:13]2[CH:16]=[CH:17][C:10]([O:9][CH2:1][CH2:2][CH2:3][CH2:4][CH2:5][CH2:6][CH2:7][CH3:8])=[CH:11][CH:12]=2)[CH:22]=[CH:23][C:24]=1[Cl:25]. (3) Given the reactants [NH2:1][C@H:2]([C:4]1[CH:9]=[CH:8][C:7]([C:10]([N:12]2[CH2:17][CH2:16][CH2:15][CH2:14][CH2:13]2)=[O:11])=[C:6]([F:18])[CH:5]=1)[CH3:3].Cl[C:20]1[N:25]=[C:24]([N:26]2[C@@H:30]([CH:31]([CH3:33])[CH3:32])[CH2:29][O:28][C:27]2=[O:34])[C:23]([F:35])=[CH:22][N:21]=1.CCN(C(C)C)C(C)C, predict the reaction product. The product is: [F:35][C:23]1[C:24]([N:26]2[C@@H:30]([CH:31]([CH3:32])[CH3:33])[CH2:29][O:28][C:27]2=[O:34])=[N:25][C:20]([NH:1][C@H:2]([C:4]2[CH:9]=[CH:8][C:7]([C:10]([N:12]3[CH2:13][CH2:14][CH2:15][CH2:16][CH2:17]3)=[O:11])=[C:6]([F:18])[CH:5]=2)[CH3:3])=[N:21][CH:22]=1.